Regression. Given two drug SMILES strings and cell line genomic features, predict the synergy score measuring deviation from expected non-interaction effect. From a dataset of NCI-60 drug combinations with 297,098 pairs across 59 cell lines. (1) Drug 1: CN(CC1=CN=C2C(=N1)C(=NC(=N2)N)N)C3=CC=C(C=C3)C(=O)NC(CCC(=O)O)C(=O)O. Drug 2: COC1=C2C(=CC3=C1OC=C3)C=CC(=O)O2. Cell line: HCC-2998. Synergy scores: CSS=19.3, Synergy_ZIP=-6.07, Synergy_Bliss=-1.29, Synergy_Loewe=-29.5, Synergy_HSA=-3.67. (2) Drug 1: C1CCC(C1)C(CC#N)N2C=C(C=N2)C3=C4C=CNC4=NC=N3. Drug 2: CC12CCC3C(C1CCC2OP(=O)(O)O)CCC4=C3C=CC(=C4)OC(=O)N(CCCl)CCCl.[Na+]. Cell line: MCF7. Synergy scores: CSS=-7.26, Synergy_ZIP=2.55, Synergy_Bliss=1.63, Synergy_Loewe=-9.87, Synergy_HSA=-6.33. (3) Drug 1: CNC(=O)C1=NC=CC(=C1)OC2=CC=C(C=C2)NC(=O)NC3=CC(=C(C=C3)Cl)C(F)(F)F. Drug 2: C(CC(=O)O)C(=O)CN.Cl. Cell line: HT29. Synergy scores: CSS=-7.37, Synergy_ZIP=-0.972, Synergy_Bliss=-5.48, Synergy_Loewe=-43.7, Synergy_HSA=-9.36. (4) Drug 1: CS(=O)(=O)OCCCCOS(=O)(=O)C. Drug 2: CC(C)(C#N)C1=CC(=CC(=C1)CN2C=NC=N2)C(C)(C)C#N. Cell line: COLO 205. Synergy scores: CSS=17.2, Synergy_ZIP=-4.58, Synergy_Bliss=-0.0675, Synergy_Loewe=-1.75, Synergy_HSA=-2.57. (5) Drug 1: C1CC(=O)NC(=O)C1N2CC3=C(C2=O)C=CC=C3N. Drug 2: CN(CCCl)CCCl.Cl. Cell line: OVCAR-8. Synergy scores: CSS=5.50, Synergy_ZIP=-0.214, Synergy_Bliss=3.21, Synergy_Loewe=1.39, Synergy_HSA=2.49. (6) Drug 1: C1CCN(CC1)CCOC2=CC=C(C=C2)C(=O)C3=C(SC4=C3C=CC(=C4)O)C5=CC=C(C=C5)O. Drug 2: C1C(C(OC1N2C=NC3=C(N=C(N=C32)Cl)N)CO)O. Cell line: SNB-19. Synergy scores: CSS=-1.16, Synergy_ZIP=-2.48, Synergy_Bliss=-1.15, Synergy_Loewe=-11.6, Synergy_HSA=-3.49.